This data is from NCI-60 drug combinations with 297,098 pairs across 59 cell lines. The task is: Regression. Given two drug SMILES strings and cell line genomic features, predict the synergy score measuring deviation from expected non-interaction effect. Drug 1: C1CNP(=O)(OC1)N(CCCl)CCCl. Drug 2: COCCOC1=C(C=C2C(=C1)C(=NC=N2)NC3=CC=CC(=C3)C#C)OCCOC.Cl. Cell line: KM12. Synergy scores: CSS=-19.1, Synergy_ZIP=14.9, Synergy_Bliss=5.20, Synergy_Loewe=-23.7, Synergy_HSA=-21.9.